Dataset: NCI-60 drug combinations with 297,098 pairs across 59 cell lines. Task: Regression. Given two drug SMILES strings and cell line genomic features, predict the synergy score measuring deviation from expected non-interaction effect. (1) Drug 1: CC1=CC2C(CCC3(C2CCC3(C(=O)C)OC(=O)C)C)C4(C1=CC(=O)CC4)C. Drug 2: C1=C(C(=O)NC(=O)N1)N(CCCl)CCCl. Cell line: OVCAR3. Synergy scores: CSS=8.40, Synergy_ZIP=-7.11, Synergy_Bliss=-4.82, Synergy_Loewe=-18.5, Synergy_HSA=-6.99. (2) Drug 1: C1=CC(=CC=C1C#N)C(C2=CC=C(C=C2)C#N)N3C=NC=N3. Drug 2: CC1=C(C=C(C=C1)NC(=O)C2=CC=C(C=C2)CN3CCN(CC3)C)NC4=NC=CC(=N4)C5=CN=CC=C5. Cell line: OVCAR-4. Synergy scores: CSS=1.90, Synergy_ZIP=0.186, Synergy_Bliss=1.73, Synergy_Loewe=-0.00840, Synergy_HSA=0.00889. (3) Drug 1: CC1C(C(CC(O1)OC2CC(CC3=C2C(=C4C(=C3O)C(=O)C5=C(C4=O)C(=CC=C5)OC)O)(C(=O)C)O)N)O.Cl. Drug 2: C(CN)CNCCSP(=O)(O)O. Cell line: SNB-75. Synergy scores: CSS=10.00, Synergy_ZIP=0.0453, Synergy_Bliss=5.32, Synergy_Loewe=-0.676, Synergy_HSA=3.20.